From a dataset of Reaction yield outcomes from USPTO patents with 853,638 reactions. Predict the reaction yield, written as a fraction of the theoretical maximum amount of product (1.0 means a 100% yield; for example, 0.34 means a 34% yield). (1) The yield is 0.210. The reactants are Cl.[NH:2]1[CH2:7][CH2:6][CH2:5][C@@H:4]([C:8]2[N:12]3[C:13]4[CH:19]=[CH:18][NH:17][C:14]=4[N:15]=[CH:16][C:11]3=[CH:10][N:9]=2)[CH2:3]1.Cl[C:21]([O:23][CH:24]1[CH2:28][CH2:27][CH2:26][CH2:25]1)=[O:22]. The catalyst is C1COCC1.C(Cl)Cl. The product is [C:8]1([C@@H:4]2[CH2:5][CH2:6][CH2:7][N:2]([C:21]([O:23][CH:24]3[CH2:28][CH2:27][CH2:26][CH2:25]3)=[O:22])[CH2:3]2)[N:12]2[C:13]3[CH:19]=[CH:18][NH:17][C:14]=3[N:15]=[CH:16][C:11]2=[CH:10][N:9]=1. (2) The reactants are [CH3:1][O:2][C:3]([C:5]1[O:6][C:7]2[CH:13]=[CH:12][C:11]([S:14]C(=O)N(C)C)=[CH:10][C:8]=2[CH:9]=1)=[O:4].[OH-].[K+].Cl.OS(O)(=O)=O. The catalyst is CO.C(O)C.O. The product is [CH3:1][O:2][C:3]([C:5]1[O:6][C:7]2[CH:13]=[CH:12][C:11]([SH:14])=[CH:10][C:8]=2[CH:9]=1)=[O:4]. The yield is 0.950. (3) The reactants are [CH3:1][C:2]1[N:3]=[C:4]([N:12]2[C:16](=[O:17])[NH:15][N:14]=[CH:13]2)[S:5][C:6]=1[C:7]([O:9][CH2:10][CH3:11])=[O:8].C(=O)([O-])[O-].[K+].[K+].[F:24][C:25]([F:35])([F:34])[C:26]1[CH:33]=[CH:32][C:29]([CH2:30]Br)=[CH:28][CH:27]=1. The catalyst is CC(C)=O. The product is [CH3:1][C:2]1[N:3]=[C:4]([N:12]2[C:16](=[O:17])[N:15]([CH2:30][C:29]3[CH:28]=[CH:27][C:26]([C:25]([F:24])([F:34])[F:35])=[CH:33][CH:32]=3)[N:14]=[CH:13]2)[S:5][C:6]=1[C:7]([O:9][CH2:10][CH3:11])=[O:8]. The yield is 0.600. (4) The reactants are S(C1C=CC(C)=CC=1)(O)(=O)=O.[CH3:12][C:13]([NH2:17])([CH3:16])[CH2:14][NH2:15].[CH3:18][O:19][C:20]1[CH:21]=[C:22]([CH:26]([C:30]2[CH:35]=[CH:34][CH:33]=[CH:32][N:31]=2)[CH2:27][C:28]#N)[CH:23]=[CH:24][CH:25]=1. No catalyst specified. The product is [CH3:12][C:13]1([CH3:16])[CH2:14][NH:15][C:28]([CH2:27][CH:26]([C:30]2[CH:35]=[CH:34][CH:33]=[CH:32][N:31]=2)[C:22]2[CH:23]=[CH:24][CH:25]=[C:20]([O:19][CH3:18])[CH:21]=2)=[N:17]1. The yield is 0.320. (5) The reactants are [F:1][C:2]1[C:9](O)=[C:8]([O:11][CH3:12])[CH:7]=[CH:6][C:3]=1[CH:4]=[O:5].N1C=CC=CC=1.[S:19](O[S:19]([C:22]([F:25])([F:24])[F:23])(=[O:21])=[O:20])([C:22]([F:25])([F:24])[F:23])(=[O:21])=[O:20]. The catalyst is ClCCl. The product is [F:1][C:2]1[C:9]([S:19]([C:22]([F:25])([F:24])[F:23])(=[O:21])=[O:20])=[C:8]([O:11][CH3:12])[CH:7]=[CH:6][C:3]=1[CH:4]=[O:5]. The yield is 0.620. (6) The reactants are [H-].[Na+].[N:3]1[CH:8]=[CH:7][CH:6]=[C:5]([CH2:9][OH:10])[CH:4]=1.Br[CH2:12][C:13]([O:15][C:16]([CH3:19])([CH3:18])[CH3:17])=[O:14].C(=O)(O)[O-].[Na+]. The catalyst is C1COCC1.O. The product is [N:3]1[CH:8]=[CH:7][CH:6]=[C:5]([CH2:9][O:10][CH2:12][C:13]([O:15][C:16]([CH3:19])([CH3:18])[CH3:17])=[O:14])[CH:4]=1. The yield is 0.338. (7) The reactants are [CH:1]1([NH:6][C:7]2[N:12]3[N:13]=[C:14]([C:28]4[CH:33]=[CH:32][C:31]([F:34])=[CH:30][CH:29]=4)[C:15]([C:16]4[CH:21]=[CH:20][N:19]=[C:18]([NH:22][CH:23]5[CH2:27][CH2:26][CH2:25][CH2:24]5)[N:17]=4)=[C:11]3[CH:10]=[CH:9][C:8]=2[C:35](OCC)=[O:36])[CH2:5][CH2:4][CH2:3][CH2:2]1.[H-].C([Al+]CC(C)C)C(C)C.CCOCC.[C@H](O)(C([O-])=O)[C@@H](O)C([O-])=O.[Na+].[K+]. The catalyst is ClCCl. The product is [CH:1]1([NH:6][C:7]2[N:12]3[N:13]=[C:14]([C:28]4[CH:29]=[CH:30][C:31]([F:34])=[CH:32][CH:33]=4)[C:15]([C:16]4[CH:21]=[CH:20][N:19]=[C:18]([NH:22][CH:23]5[CH2:24][CH2:25][CH2:26][CH2:27]5)[N:17]=4)=[C:11]3[CH:10]=[CH:9][C:8]=2[CH2:35][OH:36])[CH2:2][CH2:3][CH2:4][CH2:5]1. The yield is 0.590.